This data is from Peptide-MHC class I binding affinity with 185,985 pairs from IEDB/IMGT. The task is: Regression. Given a peptide amino acid sequence and an MHC pseudo amino acid sequence, predict their binding affinity value. This is MHC class I binding data. (1) The peptide sequence is TQHFGWHAF. The binding affinity (normalized) is 0.714. The MHC is HLA-B15:02 with pseudo-sequence HLA-B15:02. (2) The peptide sequence is PELELNVDAM. The MHC is HLA-B18:01 with pseudo-sequence HLA-B18:01. The binding affinity (normalized) is 0.454. (3) The peptide sequence is FHNEFTQRL. The MHC is HLA-A01:01 with pseudo-sequence HLA-A01:01. The binding affinity (normalized) is 0.0847. (4) The peptide sequence is REQASYLYV. The MHC is HLA-A68:02 with pseudo-sequence HLA-A68:02. The binding affinity (normalized) is 0.0847. (5) The peptide sequence is RFKKVYILV. The MHC is HLA-A30:01 with pseudo-sequence HLA-A30:01. The binding affinity (normalized) is 0.763. (6) The binding affinity (normalized) is 0.101. The peptide sequence is GGKKKYKL. The MHC is HLA-A11:01 with pseudo-sequence HLA-A11:01.